Dataset: CYP1A2 inhibition data for predicting drug metabolism from PubChem BioAssay. Task: Regression/Classification. Given a drug SMILES string, predict its absorption, distribution, metabolism, or excretion properties. Task type varies by dataset: regression for continuous measurements (e.g., permeability, clearance, half-life) or binary classification for categorical outcomes (e.g., BBB penetration, CYP inhibition). Dataset: cyp1a2_veith. The result is 1 (inhibitor). The drug is Cc1noc(C)c1-c1ccc2ncnc(Nc3ccccc3)c2c1.